Dataset: Full USPTO retrosynthesis dataset with 1.9M reactions from patents (1976-2016). Task: Predict the reactants needed to synthesize the given product. Given the product [C:1]1([N:7]2[CH2:12][CH2:11][CH:10]([CH2:13][CH2:14][CH2:15][C:16]3[NH:23][C:21](=[O:22])[C:20]4[C:19](=[CH:27][CH:26]=[CH:25][CH:24]=4)[N:18]=3)[CH2:9][CH2:8]2)[CH:6]=[CH:5][CH:4]=[CH:3][CH:2]=1, predict the reactants needed to synthesize it. The reactants are: [C:1]1([N:7]2[CH2:12][CH2:11][CH:10]([CH2:13][CH2:14][CH2:15][C:16]([NH:18][C:19]3[CH:27]=[CH:26][CH:25]=[CH:24][C:20]=3[C:21]([NH2:23])=[O:22])=O)[CH2:9][CH2:8]2)[CH:6]=[CH:5][CH:4]=[CH:3][CH:2]=1.[OH-].[Na+].O.Cl.